This data is from Blood-brain barrier permeability classification from the B3DB database. The task is: Regression/Classification. Given a drug SMILES string, predict its absorption, distribution, metabolism, or excretion properties. Task type varies by dataset: regression for continuous measurements (e.g., permeability, clearance, half-life) or binary classification for categorical outcomes (e.g., BBB penetration, CYP inhibition). Dataset: b3db_classification. (1) The molecule is Cc1cn(-c2cccc(Nc3ncnc4c3CCc3ccccc3-4)c2)cn1. The result is 1 (penetrates BBB). (2) The compound is C[N+](C)(C)CCOC(=O)CCC(=O)OCC[N+](C)(C)C. The result is 0 (does not penetrate BBB). (3) The drug is O=[N+]([O-])c1cc[nH]c1NCCSCc1ncccc1Br. The result is 1 (penetrates BBB). (4) The molecule is O=c1[nH]c2ccccc2c(=O)n1CCN1C[C@H]2C[C@H](c3ccc(F)cc3)[C@H]2C1. The result is 1 (penetrates BBB). (5) The drug is Ic1ccc(CN2CCCCC2)cc1CN1CCCCC1. The result is 1 (penetrates BBB). (6) The drug is COCOC(=O)[C@@H]1N2C(=O)[C@@H](N3C(=O)C(c4ccccc4)NC3(C)C)[C@H]2SC1(C)C. The result is 0 (does not penetrate BBB). (7) The drug is CCN(CC)Cc1nccn1-c1ccc([N+](=O)[O-])cc1C(=O)c1ccccc1Cl. The result is 1 (penetrates BBB).